From a dataset of Reaction yield outcomes from USPTO patents with 853,638 reactions. Predict the reaction yield, written as a fraction of the theoretical maximum amount of product (1.0 means a 100% yield; for example, 0.34 means a 34% yield). The reactants are Cl[C:2]1[N:3]=[C:4]([NH:17][CH2:18][CH2:19][CH3:20])[C:5]2[N:11]=[C:10](Cl)[N:9]=[C:8]([NH:13][CH2:14][CH2:15][CH3:16])[C:6]=2[N:7]=1.[CH2:21]([NH2:25])[CH2:22][CH2:23][CH3:24].CNC1[N:29]=[C:30](NCCC)[C:31]2N=C(NC)N=[C:34](NCCC)[C:32]=2N=1. No catalyst specified. The product is [CH2:21]([NH:25][C:2]1[N:3]=[C:4]([NH:17][CH2:18][CH2:19][CH3:20])[C:5]2[N:11]=[C:10]([NH:29][CH2:30][CH2:31][CH2:32][CH3:34])[N:9]=[C:8]([NH:13][CH2:14][CH2:15][CH3:16])[C:6]=2[N:7]=1)[CH2:22][CH2:23][CH3:24]. The yield is 0.850.